Predict the reaction yield, written as a fraction of the theoretical maximum amount of product (1.0 means a 100% yield; for example, 0.34 means a 34% yield). From a dataset of Reaction yield outcomes from USPTO patents with 853,638 reactions. (1) The reactants are S([C:5]1[CH:11]=[CH:10][C:8](C)=[CH:7][CH:6]=1)(O)(=O)=O.CNCCCCC=C.[C:20]([N:27]1C=CN=[CH:28]1)([N:22]1[CH:26]=[CH:25][N:24]=[CH:23]1)=[O:21].C(N(CC)CC)C. The catalyst is CN(C=O)C. The product is [CH2:6]([N:27]([CH3:28])[C:20]([N:22]1[CH:26]=[CH:25][N:24]=[CH:23]1)=[O:21])[CH2:7][CH2:8][CH2:10][CH:11]=[CH2:5]. The yield is 0.940. (2) The reactants are [CH3:1][C:2]1([C:21]([O:23][CH2:24][CH3:25])=[O:22])[CH2:7][CH2:6][CH:5]([S:8]([C:11]2[CH:16]=[CH:15][CH:14]=[C:13]([C:17]([F:20])([F:19])[F:18])[CH:12]=2)(=[O:10])=[O:9])[CH2:4][CH2:3]1.[Li]CCCC.C1C=CC(S(N(S(C2C=CC=CC=2)(=O)=O)[F:41])(=O)=O)=CC=1. The catalyst is C1COCC1. The product is [F:41][C:5]1([S:8]([C:11]2[CH:16]=[CH:15][CH:14]=[C:13]([C:17]([F:20])([F:18])[F:19])[CH:12]=2)(=[O:10])=[O:9])[CH2:6][CH2:7][C:2]([CH3:1])([C:21]([O:23][CH2:24][CH3:25])=[O:22])[CH2:3][CH2:4]1. The yield is 0.450. (3) The reactants are [CH3:1][NH:2][C:3](=[O:18])[CH2:4][N:5]([CH2:13][C:14]([NH:16][CH3:17])=[O:15])CC1C=CC=CC=1. The catalyst is CO.[Pd]. The product is [CH3:17][NH:16][C:14](=[O:15])[CH2:13][NH:5][CH2:4][C:3]([NH:2][CH3:1])=[O:18]. The yield is 1.00. (4) The reactants are C(=O)([O-])[O-].[K+].[K+].[CH3:7][N:8]=[C:9]=[O:10].[CH2:11]([C:13]1[NH:17][N:16]=[C:15]([O:18][C:19]2[CH:24]=[CH:23][C:22]([N+:25]([O-:27])=[O:26])=[CH:21][C:20]=2[C:28]([F:31])([F:30])[F:29])[CH:14]=1)[CH3:12].Cl. The catalyst is C(OCC)(=O)C. The product is [CH3:7][NH:8][C:9]([N:17]1[C:13]([CH2:11][CH3:12])=[CH:14][C:15]([O:18][C:19]2[CH:24]=[CH:23][C:22]([N+:25]([O-:27])=[O:26])=[CH:21][C:20]=2[C:28]([F:29])([F:30])[F:31])=[N:16]1)=[O:10]. The yield is 0.793. (5) The reactants are O.[OH-].[Li+].[CH3:4][C:5]([CH3:24])([C:10]1[CH:15]=[C:14]([C:16]([F:19])([F:18])[F:17])[CH:13]=[C:12]([C:20]([F:23])([F:22])[F:21])[CH:11]=1)[C:6]([O:8]C)=[O:7]. The catalyst is CO.O.O1CCCC1. The product is [CH3:4][C:5]([CH3:24])([C:10]1[CH:11]=[C:12]([C:20]([F:21])([F:22])[F:23])[CH:13]=[C:14]([C:16]([F:17])([F:18])[F:19])[CH:15]=1)[C:6]([OH:8])=[O:7]. The yield is 1.00. (6) The reactants are [N+:1]([CH2:4][CH2:5][CH2:6][CH2:7][CH2:8][CH2:9][CH2:10][CH2:11][C:12]([O:14]C)=[O:13])([O-:3])=[O:2].[CH:16](=O)[CH2:17][CH2:18][CH2:19][CH2:20][CH2:21][CH3:22]. No catalyst specified. The product is [N+:1](/[C:4](=[CH:16]/[CH2:17][CH2:18][CH2:19][CH2:20][CH2:21][CH3:22])/[CH2:5][CH2:6][CH2:7][CH2:8][CH2:9][CH2:10][CH2:11][C:12]([OH:14])=[O:13])([O-:3])=[O:2]. The yield is 0.416. (7) The catalyst is C(OCC)(=O)C. The product is [CH3:19][C:20]1([CH2:32][N:5]2[C:1](=[O:11])[C:2]3[C:3](=[CH:7][CH:8]=[CH:9][CH:10]=3)[C:4]2=[O:6])[CH2:24][C:23]2[C:25]([CH3:31])=[CH:26][C:27]([CH3:30])=[C:28]([CH3:29])[C:22]=2[O:21]1. The yield is 0.690. The reactants are [C:1]1(=[O:11])[NH:5][C:4](=[O:6])[C:3]2=[CH:7][CH:8]=[CH:9][CH:10]=[C:2]12.[K].CN(C=O)C.I[CH2:19][C:20]1([CH3:32])[CH2:24][C:23]2[C:25]([CH3:31])=[CH:26][C:27]([CH3:30])=[C:28]([CH3:29])[C:22]=2[O:21]1.O.